This data is from Full USPTO retrosynthesis dataset with 1.9M reactions from patents (1976-2016). The task is: Predict the reactants needed to synthesize the given product. (1) Given the product [Br:1][C:2]1[CH:15]=[CH:14][C:5]2[C:6]([CH3:16])([OH:13])[C:7]([CH3:11])([CH3:12])[S:8](=[O:9])(=[O:10])[C:4]=2[CH:3]=1, predict the reactants needed to synthesize it. The reactants are: [Br:1][C:2]1[CH:15]=[CH:14][C:5]2[C:6](=[O:13])[C:7]([CH3:12])([CH3:11])[S:8](=[O:10])(=[O:9])[C:4]=2[CH:3]=1.[CH3:16][Mg]Br. (2) Given the product [F:13]/[C:14](/[C:27]1[CH:31]=[C:30]([CH3:32])[NH:29][N:28]=1)=[CH:7]\[C:6]1[CH:9]=[CH:10][C:3]([Si:2]([CH3:12])([CH3:11])[CH3:1])=[CH:4][CH:5]=1, predict the reactants needed to synthesize it. The reactants are: [CH3:1][Si:2]([CH3:12])([CH3:11])[C:3]1[CH:10]=[CH:9][C:6]([CH:7]=O)=[CH:5][CH:4]=1.[F:13][CH:14]([C:27]1[CH:31]=[C:30]([CH3:32])[N:29](C2CCCCO2)[N:28]=1)S(C1SC2C=CC=CC=2N=1)(=O)=O.C[Si](C)(C)[N-][Si](C)(C)C.[Li+].[Cl-].[NH4+]. (3) Given the product [Cl:1][C:2]1[N:3]=[C:4]([N:15]2[CH2:20][CH2:19][O:18][CH2:17][CH2:16]2)[C:5]2[N:11]=[C:10]([C:12]([NH2:24])=[O:13])[CH:9]=[CH:8][C:6]=2[N:7]=1, predict the reactants needed to synthesize it. The reactants are: [Cl:1][C:2]1[N:3]=[C:4]([N:15]2[CH2:20][CH2:19][O:18][CH2:17][CH2:16]2)[C:5]2[N:11]=[C:10]([C:12](O)=[O:13])[CH:9]=[CH:8][C:6]=2[N:7]=1.[Cl-].[NH4+].C[N:24](C(ON1N=NC2C=CC=NC1=2)=[N+](C)C)C.F[P-](F)(F)(F)(F)F.CCN(C(C)C)C(C)C.